Task: Predict the reactants needed to synthesize the given product.. Dataset: Full USPTO retrosynthesis dataset with 1.9M reactions from patents (1976-2016) (1) Given the product [CH3:23][S:24]([N:27]1[CH2:32][CH2:31][C:30]2[N:33]([CH2:46][CH2:47][CH:48]=[O:49])[N:34]=[C:35]([C:36]3[CH:37]=[CH:38][C:39]([C:42]([F:43])([F:44])[F:45])=[CH:40][CH:41]=3)[C:29]=2[CH2:28]1)(=[O:26])=[O:25], predict the reactants needed to synthesize it. The reactants are: CC(OI1(OC(C)=O)(OC(C)=O)OC(=O)C2C=CC=CC1=2)=O.[CH3:23][S:24]([N:27]1[CH2:32][CH2:31][C:30]2[N:33]([CH2:46][CH2:47][CH2:48][OH:49])[N:34]=[C:35]([C:36]3[CH:41]=[CH:40][C:39]([C:42]([F:45])([F:44])[F:43])=[CH:38][CH:37]=3)[C:29]=2[CH2:28]1)(=[O:26])=[O:25].[O-]S([O-])(=S)=O.[Na+].[Na+]. (2) Given the product [C:11]([O:10][C:6]([CH:21]1[CH2:22][N:19]([C:17](=[O:18])[C:16]([F:27])([F:26])[F:15])[CH2:20]1)=[O:5])([CH3:12])([CH3:13])[CH3:14], predict the reactants needed to synthesize it. The reactants are: C([O:5][CH:6]([O:10][C:11]([CH3:14])([CH3:13])[CH3:12])N(C)C)(C)(C)C.[F:15][C:16]([F:27])([F:26])[C:17]([N:19]1[CH2:22][CH:21](C(O)=O)[CH2:20]1)=[O:18].C1COCC1. (3) Given the product [Cl:15][C:16]1[CH:17]=[C:18]2[C:23](=[CH:24][CH:25]=1)[N:22]=[CH:21][CH:20]=[C:19]2[CH2:26][N:2]1[C:34]([C:30]2[N:29]([CH3:28])[CH:33]=[N:32][N:31]=2)=[C:4]2[C:3]([N:8]([CH2:9][CH:10]([CH3:11])[CH3:12])[C:7](=[O:13])[NH:6][C:5]2=[O:14])=[N:1]1, predict the reactants needed to synthesize it. The reactants are: [NH:1]([C:3]1[N:8]([CH2:9][CH:10]([CH3:12])[CH3:11])[C:7](=[O:13])[NH:6][C:5](=[O:14])[CH:4]=1)[NH2:2].[Cl:15][C:16]1[CH:17]=[C:18]2[C:23](=[CH:24][CH:25]=1)[N:22]=[CH:21][CH:20]=[C:19]2[CH:26]=O.[CH3:28][N:29]1[CH:33]=[N:32][N:31]=[C:30]1[CH:34]=O. (4) Given the product [F:16][CH:13]([F:14])[O:12][C:9]1[CH:10]=[C:11]2[C:6](=[CH:7][CH:8]=1)[N:5]=[C:4]([N:17]1[CH2:23][C:22]3[CH:24]=[CH:25][CH:26]=[CH:27][C:21]=3[S:20](=[O:28])(=[O:29])[CH2:19][CH2:18]1)[CH:3]=[C:2]2[NH:33][CH2:32][CH2:31][CH2:30][NH2:34], predict the reactants needed to synthesize it. The reactants are: Cl[C:2]1[C:11]2[C:6](=[CH:7][CH:8]=[C:9]([O:12][C:13]([F:16])(F)[F:14])[CH:10]=2)[N:5]=[C:4]([N:17]2[CH2:23][C:22]3[CH:24]=[CH:25][CH:26]=[CH:27][C:21]=3[S:20](=[O:29])(=[O:28])[CH2:19][CH2:18]2)[CH:3]=1.[CH2:30]([NH2:34])[CH2:31][CH2:32][NH2:33]. (5) Given the product [OH:27][C:26]1[N:1]([C:3]2[S:4][C:5]3[CH:11]=[C:10]([C:12]([OH:14])=[O:13])[CH:9]=[CH:8][C:6]=3[N:7]=2)[N:2]=[C:16]2[C:17]=1[C:18]1[CH:19]=[CH:20][CH:21]=[CH:22][C:23]=1[CH2:24][CH2:25]2, predict the reactants needed to synthesize it. The reactants are: [NH:1]([C:3]1[S:4][C:5]2[CH:11]=[C:10]([C:12]([OH:14])=[O:13])[CH:9]=[CH:8][C:6]=2[N:7]=1)[NH2:2].O=[C:16]1[CH2:25][CH2:24][C:23]2[C:18](=[CH:19][CH:20]=[CH:21][CH:22]=2)[CH:17]1[C:26](OCC)=[O:27]. (6) Given the product [C:31]([C:30]1[N:4]=[C:2]([C:1]([O:6][CH2:7][CH3:8])=[O:16])[N:28]([CH2:21][C:22]2[CH:27]=[CH:26][CH:25]=[CH:24][CH:23]=2)[N:29]=1)([CH3:34])([CH3:32])[CH3:33], predict the reactants needed to synthesize it. The reactants are: [C:1]([O:6][CH2:7][CH3:8])(=S)[C:2]([NH2:4])=O.F[B-](F)(F)F.C([O+:16](CC)CC)C.[CH2:21]([NH:28][NH:29][C:30](=O)[C:31]([CH3:34])([CH3:33])[CH3:32])[C:22]1[CH:27]=[CH:26][CH:25]=[CH:24][CH:23]=1.C(N(CC)CC)C. (7) Given the product [C:1]([O:5][C:6]([NH:7][C:8]1[CH:9]=[N:10][CH:11]=[CH:12][C:13]=1[C:28]([OH:30])=[O:29])=[O:14])([CH3:4])([CH3:2])[CH3:3], predict the reactants needed to synthesize it. The reactants are: [C:1]([O:5][C:6](=[O:14])[NH:7][C:8]1[CH:9]=[N:10][CH:11]=[CH:12][CH:13]=1)([CH3:4])([CH3:3])[CH3:2].CN(C)CCN(C)C.C([Li])CCC.[C:28](=[O:30])=[O:29].